From a dataset of Forward reaction prediction with 1.9M reactions from USPTO patents (1976-2016). Predict the product of the given reaction. (1) Given the reactants [Cl:1][C:2]1[CH:3]=[CH:4][C:5]2[NH:11]/[C:10](=[N:12]\[NH2:13])/[C@@H:9]([CH2:14][C:15]3[S:16][C:17]([CH2:20][CH2:21][C:22]([O:24][CH3:25])=[O:23])=[CH:18][N:19]=3)[S:8][C@H:7]([C:26]3[CH:31]=[CH:30][CH:29]=[C:28]([O:32][CH3:33])[C:27]=3[O:34][CH3:35])[C:6]=2[CH:36]=1.[F:37][CH2:38][C:39](Cl)=[O:40].C(=O)(O)[O-].[Na+], predict the reaction product. The product is: [Cl:1][C:2]1[CH:3]=[CH:4][C:5]2[NH:11]/[C:10](=[N:12]\[NH:13][C:39](=[O:40])[CH2:38][F:37])/[C@@H:9]([CH2:14][C:15]3[S:16][C:17]([CH2:20][CH2:21][C:22]([O:24][CH3:25])=[O:23])=[CH:18][N:19]=3)[S:8][C@H:7]([C:26]3[CH:31]=[CH:30][CH:29]=[C:28]([O:32][CH3:33])[C:27]=3[O:34][CH3:35])[C:6]=2[CH:36]=1. (2) Given the reactants [NH2:1][CH:2]1[CH2:7][CH2:6][CH:5]([C:8]([OH:10])=[O:9])[CH2:4][CH2:3]1.[OH-].[Na+].[C:13](O[C:13]([O:15][C:16]([CH3:19])([CH3:18])[CH3:17])=[O:14])([O:15][C:16]([CH3:19])([CH3:18])[CH3:17])=[O:14], predict the reaction product. The product is: [C:16]([O:15][C:13]([NH:1][CH:2]1[CH2:7][CH2:6][CH:5]([C:8]([OH:10])=[O:9])[CH2:4][CH2:3]1)=[O:14])([CH3:19])([CH3:18])[CH3:17]. (3) Given the reactants [O:1]=[C:2]1[CH2:7][O:6][C:5]2[CH:8]=[CH:9][C:10]([C:12](=O)[CH2:13][C:14](=O)[CH2:15][CH3:16])=[CH:11][C:4]=2[NH:3]1.[CH3:19][NH:20][NH2:21], predict the reaction product. The product is: [CH2:15]([C:14]1[CH:13]=[C:12]([C:10]2[CH:9]=[CH:8][C:5]3[O:6][CH2:7][C:2](=[O:1])[NH:3][C:4]=3[CH:11]=2)[N:20]([CH3:19])[N:21]=1)[CH3:16].